Dataset: Full USPTO retrosynthesis dataset with 1.9M reactions from patents (1976-2016). Task: Predict the reactants needed to synthesize the given product. (1) Given the product [C:19]([O:18][C:16]([N:13]1[CH2:12][CH2:11][N:10]([C:6]2[CH:5]=[N:32][CH:9]=[C:8]([C:24]([F:26])([F:25])[F:23])[CH:7]=2)[CH2:15][CH2:14]1)=[O:17])([CH3:20])([CH3:21])[CH3:22], predict the reactants needed to synthesize it. The reactants are: [F-].[K+].IC1[CH:5]=[C:6]([N:10]2[CH2:15][CH2:14][N:13]([C:16]([O:18][C:19]([CH3:22])([CH3:21])[CH3:20])=[O:17])[CH2:12][CH2:11]2)[CH:7]=[CH:8][CH:9]=1.[F:23][C:24]([Si](C)(C)C)([F:26])[F:25].C[N:32](C=O)C. (2) Given the product [Cl:14][C:5]1[C:4]([NH2:9])=[C:3]([NH:2][CH3:1])[CH:8]=[CH:7][N:6]=1, predict the reactants needed to synthesize it. The reactants are: [CH3:1][NH:2][C:3]1[CH:8]=[CH:7][N:6]=[CH:5][C:4]=1[N+:9]([O-])=O.O.O.[Cl:14][Sn]Cl.O. (3) Given the product [C:1]([O:5][C:6]([N:8]1[C:16]2[C:11](=[CH:12][C:13]([O:17][CH2:36][CH2:37][N:38]3[CH2:43][CH2:42][CH2:41][CH2:40][CH2:39]3)=[CH:14][CH:15]=2)[CH:10]=[C:9]1[C:18]1[CH:26]=[CH:25][CH:24]=[C:23]2[C:19]=1[C:20](=[O:27])[NH:21][CH2:22]2)=[O:7])([CH3:4])([CH3:2])[CH3:3], predict the reactants needed to synthesize it. The reactants are: [C:1]([O:5][C:6]([N:8]1[C:16]2[C:11](=[CH:12][C:13]([OH:17])=[CH:14][CH:15]=2)[CH:10]=[C:9]1[C:18]1[CH:26]=[CH:25][CH:24]=[C:23]2[C:19]=1[C:20](=[O:27])[NH:21][CH2:22]2)=[O:7])([CH3:4])([CH3:3])[CH3:2].C([O-])([O-])=O.[Cs+].[Cs+].Cl.Cl[CH2:36][CH2:37][N:38]1[CH2:43][CH2:42][CH2:41][CH2:40][CH2:39]1. (4) Given the product [CH3:11][N:8]1[CH2:7][CH2:6][N:5]([CH2:4][CH2:3][CH2:2][O:1][S:25]([C:22]2[CH:23]=[CH:24][C:19]([CH3:29])=[CH:20][CH:21]=2)(=[O:27])=[O:26])[CH2:10][CH2:9]1, predict the reactants needed to synthesize it. The reactants are: [OH:1][CH2:2][CH2:3][CH2:4][N:5]1[CH2:10][CH2:9][N:8]([CH3:11])[CH2:7][CH2:6]1.C(N(CC)CC)C.[C:19]1([CH3:29])[CH:24]=[CH:23][C:22]([S:25](Cl)(=[O:27])=[O:26])=[CH:21][CH:20]=1. (5) Given the product [NH2:43][C:29]1[N:30]=[C:31]([C:33]2[CH:42]=[C:41]3[C:36]([CH2:37][CH2:38][N:39]([C:1]([O:2][CH:3]4[CH2:4][CH2:5][CH2:6][CH2:7]4)=[O:18])[CH2:40]3)=[CH:35][CH:34]=2)[CH:32]=[C:27]([N:24]2[CH2:23][CH2:22][N:21]([CH3:20])[CH2:26][CH2:25]2)[N:28]=1, predict the reactants needed to synthesize it. The reactants are: [C:1](=[O:18])(OC1C=CC([N+]([O-])=O)=CC=1)[O:2][CH:3]1[CH2:7][CH2:6][CH2:5][CH2:4]1.Cl.[CH3:20][N:21]1[CH2:26][CH2:25][N:24]([C:27]2[CH:32]=[C:31]([C:33]3[CH:42]=[C:41]4[C:36]([CH2:37][CH2:38][NH:39][CH2:40]4)=[CH:35][CH:34]=3)[N:30]=[C:29]([NH2:43])[N:28]=2)[CH2:23][CH2:22]1. (6) Given the product [CH:20]1([CH:23]([N:13]2[C:12]([CH2:18][CH3:19])=[N:11][C:10]3[C:14]2=[N:15][CH:16]=[N:17][C:9]=3[C:3]2[CH:4]=[CH:5][C:6]([Cl:8])=[CH:7][C:2]=2[Cl:1])[C:24]2[O:31][N:30]=[C:29]([CH3:28])[CH:25]=2)[CH2:22][CH2:21]1, predict the reactants needed to synthesize it. The reactants are: [Cl:1][C:2]1[CH:7]=[C:6]([Cl:8])[CH:5]=[CH:4][C:3]=1[C:9]1[N:17]=[CH:16][N:15]=[C:14]2[C:10]=1[N:11]=[C:12]([CH2:18][CH3:19])[NH:13]2.[CH:20]1([CH:23](O)[C:24]#[CH:25])[CH2:22][CH2:21]1.Cl[CH2:28][CH:29]=[N:30][OH:31].C(=NO)C.ClN1C(=O)CCC1=O.